This data is from Forward reaction prediction with 1.9M reactions from USPTO patents (1976-2016). The task is: Predict the product of the given reaction. (1) Given the reactants [CH2:1]([C:5]1[N:6]=[C:7]([NH:15][CH2:16][C:17]2[CH:22]=[CH:21][C:20]([O:23][CH3:24])=[C:19]([O:25][CH3:26])[CH:18]=2)[C:8]2[NH:13][N:12]=[C:11](I)[C:9]=2[N:10]=1)[CH2:2][CH2:3][CH3:4].[Cl:27][CH2:28][CH2:29][CH2:30][CH2:31][C:32]#[CH:33].C(N(CC)CC)C, predict the reaction product. The product is: [CH2:1]([C:5]1[N:6]=[C:7]([NH:15][CH2:16][C:17]2[CH:22]=[CH:21][C:20]([O:23][CH3:24])=[C:19]([O:25][CH3:26])[CH:18]=2)[C:8]2[NH:13][N:12]=[C:11]([C:33]#[C:32][CH2:31][CH2:30][CH2:29][CH2:28][Cl:27])[C:9]=2[N:10]=1)[CH2:2][CH2:3][CH3:4]. (2) Given the reactants Cl[C:2]1[C:11]2[C:6](=[N:7][C:8]([C:12]3[C:17]([C:18]([F:21])([F:20])[F:19])=[CH:16][CH:15]=[CH:14][N:13]=3)=[CH:9][CH:10]=2)[N:5]=[C:4]([CH2:22][O:23][CH3:24])[C:3]=1[C:25]([O:27][CH3:28])=[O:26].[C:29](#[N:31])[CH3:30], predict the reaction product. The product is: [F:19][C:18]([F:21])([F:20])[C:17]1[CH:16]=[CH:15][C:29]([NH:31][C:2]2[C:11]3[C:6](=[N:7][C:8]([C:12]4[C:17]([C:18]([F:21])([F:20])[F:19])=[CH:16][CH:15]=[CH:14][N:13]=4)=[CH:9][CH:10]=3)[N:5]=[C:4]([CH2:22][O:23][CH3:24])[C:3]=2[C:25]([O:27][CH3:28])=[O:26])=[CH:30][CH:12]=1.